This data is from Catalyst prediction with 721,799 reactions and 888 catalyst types from USPTO. The task is: Predict which catalyst facilitates the given reaction. (1) Reactant: [C:1]([C:3]1([NH:6][C:7](=[O:40])[C@H:8]([CH2:35][C:36]([F:39])([CH3:38])[CH3:37])[NH:9][C@@H:10]([C:14]2[CH:19]=[CH:18][C:17]([C:20]3[CH:25]=[CH:24][C:23]([C@H:26]4[CH2:28][C@@H:27]4[C:29]([NH:31][CH:32]4[CH2:34][CH2:33]4)=[O:30])=[CH:22][CH:21]=3)=[CH:16][CH:15]=2)[CH:11]([F:13])[F:12])[CH2:5][CH2:4]1)#[N:2].[CH3:41][C:42]1[CH:43]=[CH:44][C:45]([S:48]([OH:51])(=[O:50])=[O:49])=[CH:46][CH:47]=1.O. Product: [CH3:41][C:42]1[CH:43]=[CH:44][C:45]([S:48]([O-:51])(=[O:50])=[O:49])=[CH:46][CH:47]=1.[C:1]([C:3]1([NH:6][C:7](=[O:40])[C@@H:8]([NH2+:9][C@@H:10]([C:14]2[CH:19]=[CH:18][C:17]([C:20]3[CH:25]=[CH:24][C:23]([C@@H:26]4[CH2:28][C@H:27]4[C:29]([NH:31][CH:32]4[CH2:34][CH2:33]4)=[O:30])=[CH:22][CH:21]=3)=[CH:16][CH:15]=2)[CH:11]([F:12])[F:13])[CH2:35][C:36]([F:39])([CH3:38])[CH3:37])[CH2:5][CH2:4]1)#[N:2]. The catalyst class is: 1. (2) The catalyst class is: 4. Product: [OH:1][CH2:2][CH:3]([C:11]1[CH:12]=[CH:13][C:14]([C:15]([NH:49][CH2:50][C:51]2[C:52]([OH:59])=[N:53][C:54]([CH3:58])=[CH:55][C:56]=2[CH3:57])=[O:17])=[CH:18][CH:19]=1)[O:4][C:5]1[CH:6]=[CH:7][CH:8]=[CH:9][CH:10]=1. Reactant: [OH:1][CH2:2][CH:3]([C:11]1[CH:19]=[CH:18][C:14]([C:15]([OH:17])=O)=[CH:13][CH:12]=1)[O:4][C:5]1[CH:10]=[CH:9][CH:8]=[CH:7][CH:6]=1.ON1C2C=CC=CC=2N=N1.Cl.CN(C)CCCN=C=NCC.C(N(CC)CC)C.[NH2:49][CH2:50][C:51]1[C:52]([OH:59])=[N:53][C:54]([CH3:58])=[CH:55][C:56]=1[CH3:57]. (3) Reactant: [Na+:1].[C:2]([C:6]1[CH:34]=[CH:33][C:9]([CH2:10][N:11]([CH2:21][C:22]2[CH:23]=[C:24]([CH:30]=[CH:31][CH:32]=2)[O:25][CH2:26][C:27]([O-:29])=[O:28])[S:12]([C:15]2[CH:16]=[N:17][CH:18]=[CH:19][CH:20]=2)(=[O:14])=[O:13])=[CH:8][CH:7]=1)([CH3:5])([CH3:4])[CH3:3]. Product: [OH2:13].[Na+:1].[C:2]([C:6]1[CH:7]=[CH:8][C:9]([CH2:10][N:11]([CH2:21][C:22]2[CH:23]=[C:24]([CH:30]=[CH:31][CH:32]=2)[O:25][CH2:26][C:27]([O-:29])=[O:28])[S:12]([C:15]2[CH:16]=[N:17][CH:18]=[CH:19][CH:20]=2)(=[O:13])=[O:14])=[CH:33][CH:34]=1)([CH3:5])([CH3:3])[CH3:4]. The catalyst class is: 1.